Dataset: Catalyst prediction with 721,799 reactions and 888 catalyst types from USPTO. Task: Predict which catalyst facilitates the given reaction. (1) Reactant: [Cl:1][C:2]1[CH:3]=[C:4]2[C:14](=[CH:15][CH:16]=1)[C:8]1([CH2:13][CH2:12][O:11][CH2:10][CH2:9]1)[C:7]([OH:17])=[C:6]([C:18]([O:20]CC)=O)[C:5]2=[O:23].[H-].[Na+].[CH2:26]([Mg]Br)[CH2:27][CH:28]=[CH2:29]. Product: [Cl:1][C:2]1[CH:3]=[C:4]2[C:14](=[CH:15][CH:16]=1)[C:8]1([CH2:9][CH2:10][O:11][CH2:12][CH2:13]1)[C:7]([OH:17])=[C:6]([C:18](=[O:20])[CH2:29][CH2:28][CH:27]=[CH2:26])[C:5]2=[O:23]. The catalyst class is: 1. (2) Reactant: [Cl:1][CH2:2][CH2:3][CH2:4][CH:5]([C:7]1[S:8][CH:9]=[CH:10][CH:11]=1)[OH:6].[Cl:12][C:13]1[CH:18]=[CH:17][C:16]([Cl:19])=[CH:15][C:14]=1O.C1(P(C2C=CC=CC=2)C2C=CC=CC=2)C=CC=CC=1.N(C(OCC)=O)=NC(OCC)=O. Product: [Cl:1][CH2:2][CH2:3][CH2:4][CH:5]([C:7]1[S:8][CH:9]=[CH:10][CH:11]=1)[O:6][C:17]1[CH:18]=[C:13]([Cl:12])[CH:14]=[CH:15][C:16]=1[Cl:19]. The catalyst class is: 7.